From a dataset of Full USPTO retrosynthesis dataset with 1.9M reactions from patents (1976-2016). Predict the reactants needed to synthesize the given product. (1) Given the product [CH3:17][C:3]1[CH:4]=[C:5]([O:9][CH2:10][CH2:11][CH2:12][S:13]([CH3:16])(=[O:15])=[O:14])[CH:6]=[C:7]([CH3:8])[C:2]=1[C:24]1[CH:23]=[CH:22][CH:21]=[C:20]([CH:18]=[O:19])[CH:25]=1, predict the reactants needed to synthesize it. The reactants are: Br[C:2]1[C:7]([CH3:8])=[CH:6][C:5]([O:9][CH2:10][CH2:11][CH2:12][S:13]([CH3:16])(=[O:15])=[O:14])=[CH:4][C:3]=1[CH3:17].[CH:18]([C:20]1[CH:21]=[C:22](B(O)O)[CH:23]=[CH:24][CH:25]=1)=[O:19].P([O-])([O-])([O-])=O.[K+].[K+].[K+].C1C=CC(P(C2C(C3C(P(C4C=CC=CC=4)C4C=CC=CC=4)=CC=C4C=3C=CC=C4)=C3C(C=CC=C3)=CC=2)C2C=CC=CC=2)=CC=1. (2) Given the product [NH2:1][C:2]1[C:3]2[N:4]([C:8]([CH:12]3[S:38][CH2:16][CH2:15][N:14]([C:18]([O:20][CH2:21][C:22]4[CH:27]=[CH:26][CH:25]=[CH:24][CH:23]=4)=[O:19])[CH2:13]3)=[N:9][C:10]=2[Br:11])[CH:5]=[CH:6][N:7]=1, predict the reactants needed to synthesize it. The reactants are: [NH2:1][C:2]1[C:3]2[N:4]([C:8]([C@@H:12]3C[CH2:16][CH2:15][N:14]([C:18]([O:20][CH2:21][C:22]4[CH:27]=[CH:26][CH:25]=[CH:24][CH:23]=4)=[O:19])[CH2:13]3)=[N:9][C:10]=2[Br:11])[CH:5]=[CH:6][N:7]=1.C(OC(N1CC[S:38]C(C(O)=O)C1)=O)(C)(C)C. (3) Given the product [Br:1][C:2]1[CH:11]=[C:10]2[C:5]([CH:6]=[CH:7][C:8](=[O:12])[N:9]2[CH2:18][CH2:19][N:20]2[CH2:25][CH2:24][C@H:23]([NH:26][C:27](=[O:28])[O:29][C:30]([CH3:31])([CH3:33])[CH3:32])[C@H:22]([O:34][CH3:35])[CH2:21]2)=[CH:4][CH:3]=1, predict the reactants needed to synthesize it. The reactants are: [Br:1][C:2]1[CH:11]=[C:10]2[C:5]([CH:6]=[CH:7][C:8](=[O:12])[NH:9]2)=[CH:4][CH:3]=1.CS(O[CH2:18][CH2:19][N:20]1[CH2:25][CH2:24][C@H:23]([NH:26][C:27]([O:29][C:30]([CH3:33])([CH3:32])[CH3:31])=[O:28])[C@H:22]([O:34][CH3:35])[CH2:21]1)(=O)=O.[H-].[Na+].CO[C@@H]1[C@H](NC(=O)OC(C)(C)C)CCN(CCN2C3C(=CC=C(OC)C=3)N=CC2=O)C1. (4) Given the product [NH2:26][C:24]1[C:25]2=[C:17]([C:12]3[CH:13]=[CH:14][C:15]4[C:10]([CH:11]=3)=[N:9][N:8]([CH2:1][C:2]3[CH:3]=[CH:4][CH:5]=[CH:6][CH:7]=3)[CH:16]=4)[CH:18]=[C:19]([CH:27]3[CH2:31][CH2:30][N:29]([C:43]([CH:41]4[CH2:42][N:39]([C:37]([O:36][C:32]([CH3:35])([CH3:34])[CH3:33])=[O:38])[CH2:40]4)=[O:44])[CH2:28]3)[N:20]2[N:21]=[CH:22][N:23]=1, predict the reactants needed to synthesize it. The reactants are: [CH2:1]([N:8]1[CH:16]=[C:15]2[C:10]([CH:11]=[C:12]([C:17]3[CH:18]=[C:19]([CH:27]4[CH2:31][CH2:30][NH:29][CH2:28]4)[N:20]4[C:25]=3[C:24]([NH2:26])=[N:23][CH:22]=[N:21]4)[CH:13]=[CH:14]2)=[N:9]1)[C:2]1[CH:7]=[CH:6][CH:5]=[CH:4][CH:3]=1.[C:32]([O:36][C:37]([N:39]1[CH2:42][CH:41]([C:43](O)=[O:44])[CH2:40]1)=[O:38])([CH3:35])([CH3:34])[CH3:33].C(N(CC)CC)C. (5) Given the product [NH2:13][CH2:12][C:5]1[C:6](=[O:11])[NH:7][C:8]([CH3:10])=[CH:9][C:4]=1[O:3][CH3:2], predict the reactants needed to synthesize it. The reactants are: [Cl-].[CH3:2][O:3][C:4]1[CH:9]=[C:8]([CH3:10])[NH:7][C:6](=[O:11])[C:5]=1[CH2:12][NH3+:13].CO.CC([O-])(C)C.[Na+]. (6) Given the product [CH2:1]([N:8]([CH2:9][CH2:10][O:11][C:12]1[CH:17]=[CH:16][C:15]([SH:18])=[CH:14][CH:13]=1)[C:43](=[O:48])[C:44]([F:47])([F:46])[F:45])[C:2]1[CH:3]=[CH:4][CH:5]=[CH:6][CH:7]=1, predict the reactants needed to synthesize it. The reactants are: [CH2:1]([N:8]([C:43](=[O:48])[C:44]([F:47])([F:46])[F:45])[CH2:9][CH2:10][O:11][C:12]1[CH:17]=[CH:16][C:15]([S:18][S:18][C:15]2[CH:16]=[CH:17][C:12]([O:11][CH2:10][CH2:9][N:8]([CH2:1][C:2]3[CH:3]=[CH:4][CH:5]=[CH:6][CH:7]=3)[C:43](=[O:48])[C:44]([F:46])([F:47])[F:45])=[CH:13][CH:14]=2)=[CH:14][CH:13]=1)[C:2]1[CH:7]=[CH:6][CH:5]=[CH:4][CH:3]=1.C1(P(C2C=CC=CC=2)C2C=CC=CC=2)C=CC=CC=1. (7) The reactants are: C(N(CC)CC)C.[Cl:8][C:9]1[N:14]=[C:13](Cl)[CH:12]=[C:11]([CH2:16][S:17]([CH3:20])(=[O:19])=[O:18])[N:10]=1.[CH3:21][C@H:22]1[CH2:27][O:26][CH2:25][CH2:24][NH:23]1. Given the product [Cl:8][C:9]1[N:14]=[C:13]([N:23]2[CH2:24][CH2:25][O:26][CH2:27][C@@H:22]2[CH3:21])[CH:12]=[C:11]([CH2:16][S:17]([CH3:20])(=[O:19])=[O:18])[N:10]=1, predict the reactants needed to synthesize it.